Predict the reactants needed to synthesize the given product. From a dataset of Full USPTO retrosynthesis dataset with 1.9M reactions from patents (1976-2016). Given the product [CH:1]1([O:6][C:7]2[CH:8]=[C:9]([CH:13]=[CH:14][CH:15]=2)[C:10]([NH:16][C@H:17]2[CH2:18][O:19][C@@H:20]3[C@@H:24]([NH:25][C:26]([CH:28]4[CH2:29][CH2:30]4)=[O:27])[CH2:23][O:22][C@H:21]23)=[O:12])[CH2:2][CH2:3][CH2:4][CH2:5]1, predict the reactants needed to synthesize it. The reactants are: [CH:1]1([O:6][C:7]2[CH:8]=[C:9]([CH:13]=[CH:14][CH:15]=2)[C:10]([OH:12])=O)[CH2:5][CH2:4][CH2:3][CH2:2]1.[NH2:16][C@@H:17]1[C@H:21]2[O:22][CH2:23][C@H:24]([NH:25][C:26]([CH:28]3[CH2:30][CH2:29]3)=[O:27])[C@H:20]2[O:19][CH2:18]1.